Task: Predict which catalyst facilitates the given reaction.. Dataset: Catalyst prediction with 721,799 reactions and 888 catalyst types from USPTO (1) Reactant: FC(F)(F)S(O[C:7]1[CH2:12][CH:11]([CH:13]([CH3:15])[CH3:14])[CH2:10][C:9](=[O:16])[CH:8]=1)(=O)=O.C([O-])(=O)C.[K+].B1(B2OC(C)(C)C(C)(C)O2)OC(C)(C)C(C)(C)O1.B(O)O.Cl[C:46]1[CH:51]=[CH:50][N:49]=[CH:48][C:47]=1[N+:52]([O-:54])=[O:53].C(=O)([O-])[O-].[Na+].[Na+]. Product: [CH:13]([CH:11]1[CH2:10][C:9](=[O:16])[CH:8]=[C:7]([C:46]2[CH:51]=[CH:50][N:49]=[CH:48][C:47]=2[N+:52]([O-:54])=[O:53])[CH2:12]1)([CH3:15])[CH3:14]. The catalyst class is: 368. (2) Reactant: [CH2:1]([C:3]1[CH:11]=[CH:10][C:9]2[NH:8][C:7]3[CH2:12][CH2:13][N:14]([CH3:16])[CH2:15][C:6]=3[C:5]=2[CH:4]=1)[CH3:2].[OH-].[K+].[CH3:19][C:20]1[CH:25]=[CH:24][C:23]([CH:26]=[CH2:27])=[CH:22][N:21]=1. Product: [CH2:1]([C:3]1[CH:11]=[CH:10][C:9]2[N:8]([CH2:27][CH2:26][C:23]3[CH:22]=[N:21][C:20]([CH3:19])=[CH:25][CH:24]=3)[C:7]3[CH2:12][CH2:13][N:14]([CH3:16])[CH2:15][C:6]=3[C:5]=2[CH:4]=1)[CH3:2]. The catalyst class is: 264.